Task: Predict the product of the given reaction.. Dataset: Forward reaction prediction with 1.9M reactions from USPTO patents (1976-2016) (1) Given the reactants [CH3:1][O:2][C:3](=[O:23])[C:4](=[O:22])[CH2:5][C:6]([C:8]1[CH:13]=[CH:12][CH:11]=[CH:10][C:9]=1[O:14][CH2:15][C:16]1[CH:21]=[CH:20][CH:19]=[CH:18][CH:17]=1)=[O:7].[Cl:24]C1C=CC=C(C=1)COCC(C1C=CC=CC=1)=O, predict the reaction product. The product is: [CH3:1][O:2][C:3](=[O:23])[C:4](=[O:22])[CH2:5][C:6]([C:8]1[CH:13]=[C:12]([Cl:24])[CH:11]=[CH:10][C:9]=1[O:14][CH2:15][C:16]1[CH:21]=[CH:20][CH:19]=[CH:18][CH:17]=1)=[O:7]. (2) The product is: [O:33]=[C:31]1[NH:30][C:29](=[O:34])[CH:28]([CH2:27][C:26]2[CH:35]=[CH:36][C:23]([O:22][CH2:21][C:19]3[N:18]([CH3:37])[C:17]4[CH:38]=[C:13]([O:12][C:11]5[CH:39]=[CH:40][C:8]([N:7]([CH2:1][CH2:2][CH2:3][CH2:4][CH2:5][CH3:6])[C:49]([NH:48][C:45]6[CH:46]=[CH:47][C:42]([F:41])=[CH:43][CH:44]=6)=[O:50])=[CH:9][CH:10]=5)[CH:14]=[CH:15][C:16]=4[N:20]=3)=[CH:24][CH:25]=2)[S:32]1. Given the reactants [CH2:1]([NH:7][C:8]1[CH:40]=[CH:39][C:11]([O:12][C:13]2[CH:14]=[CH:15][C:16]3[N:20]=[C:19]([CH2:21][O:22][C:23]4[CH:36]=[CH:35][C:26]([CH2:27][CH:28]5[S:32][C:31](=[O:33])[NH:30][C:29]5=[O:34])=[CH:25][CH:24]=4)[N:18]([CH3:37])[C:17]=3[CH:38]=2)=[CH:10][CH:9]=1)[CH2:2][CH2:3][CH2:4][CH2:5][CH3:6].[F:41][C:42]1[CH:47]=[CH:46][C:45]([N:48]=[C:49]=[O:50])=[CH:44][CH:43]=1, predict the reaction product. (3) The product is: [NH:42]([C:2]1[N:11]=[CH:10][CH:9]=[C:8]2[C:3]=1[CH:4]=[C:5]([C:30]1[CH:35]=[CH:34][CH:33]=[CH:32][CH:31]=1)[C:6]([C:12]1[CH:17]=[CH:16][C:15]([C:18]3([NH:22][C:23](=[O:29])[O:24][C:25]([CH3:28])([CH3:27])[CH3:26])[CH2:21][CH2:20][CH2:19]3)=[CH:14][CH:13]=1)=[N:7]2)[NH2:43]. Given the reactants Cl[C:2]1[N:11]=[CH:10][CH:9]=[C:8]2[C:3]=1[CH:4]=[C:5]([C:30]1[CH:35]=[CH:34][CH:33]=[CH:32][CH:31]=1)[C:6]([C:12]1[CH:17]=[CH:16][C:15]([C:18]3([NH:22][C:23](=[O:29])[O:24][C:25]([CH3:28])([CH3:27])[CH3:26])[CH2:21][CH2:20][CH2:19]3)=[CH:14][CH:13]=1)=[N:7]2.O1CCOCC1.[NH2:42][NH2:43], predict the reaction product. (4) Given the reactants C(OC([N:8]1[CH2:13][CH2:12][CH:11]([C:14]2[CH:19]=[C:18]([O:20][CH3:21])[N:17]=[CH:16][N:15]=2)[CH2:10][CH2:9]1)=O)(C)(C)C, predict the reaction product. The product is: [CH3:21][O:20][C:18]1[CH:19]=[C:14]([CH:11]2[CH2:12][CH2:13][NH:8][CH2:9][CH2:10]2)[N:15]=[CH:16][N:17]=1. (5) Given the reactants [CH2:1]([N:8]([CH2:13][C:14]([OH:16])=O)[CH2:9][C:10](O)=[O:11])[C:2]1[CH:7]=[CH:6][CH:5]=[CH:4][CH:3]=1.C([N:19](CC)CC)C.FC(F)(F)C(N)=O.Cl.CN(C)CCCN=C=NCC, predict the reaction product. The product is: [CH2:1]([N:8]1[CH2:13][C:14](=[O:16])[NH:19][C:10](=[O:11])[CH2:9]1)[C:2]1[CH:7]=[CH:6][CH:5]=[CH:4][CH:3]=1.